From a dataset of Acute oral toxicity (LD50) regression data from Zhu et al.. Regression/Classification. Given a drug SMILES string, predict its toxicity properties. Task type varies by dataset: regression for continuous values (e.g., LD50, hERG inhibition percentage) or binary classification for toxic/non-toxic outcomes (e.g., AMES mutagenicity, cardiotoxicity, hepatotoxicity). Dataset: ld50_zhu. (1) The molecule is Cc1ccc(Nc2ccc(Nc3ccc(C)cc3)c3c2C(=O)c2ccccc2C3=O)cc1. The rat oral LD50 is 2.06, given as -log10 of the dose in mol/kg body weight (higher means more acutely toxic). (2) The drug is NCCNCCNCCN. The rat oral LD50 is 1.77, given as -log10 of the dose in mol/kg body weight (higher means more acutely toxic).